Dataset: Reaction yield outcomes from USPTO patents with 853,638 reactions. Task: Predict the reaction yield, written as a fraction of the theoretical maximum amount of product (1.0 means a 100% yield; for example, 0.34 means a 34% yield). (1) The reactants are Cl.[CH2:2]([O:4][C:5](=[O:9])[CH2:6][CH2:7][NH2:8])[CH3:3].Cl[C:11]1[C:16]([N+:17]([O-:19])=[O:18])=[CH:15][CH:14]=[CH:13][C:12]=1[N+:20]([O-:22])=[O:21].C(N(CC)CC)C.O1CCCC1. The catalyst is C(OCC)(=O)C. The product is [N+:17]([C:16]1[CH:15]=[CH:14][CH:13]=[C:12]([N+:20]([O-:22])=[O:21])[C:11]=1[NH:8][CH2:7][CH2:6][C:5]([O:4][CH2:2][CH3:3])=[O:9])([O-:19])=[O:18]. The yield is 0.996. (2) The reactants are C(NC(C)C)(C)C.[Li]CCCC.[CH3:13][O:14][C:15]([C:17]1[S:18][CH:19]=[CH:20][C:21]=1[NH:22][C:23]([O:25][C:26]([CH3:29])([CH3:28])[CH3:27])=[O:24])=[O:16].[C:30]1(=[O:36])[CH2:35][CH2:34][CH2:33][CH2:32][CH2:31]1. The catalyst is C1COCC1. The product is [CH3:13][O:14][C:15]([C:17]1[S:18][C:19]([C:30]2([OH:36])[CH2:35][CH2:34][CH2:33][CH2:32][CH2:31]2)=[CH:20][C:21]=1[NH:22][C:23]([O:25][C:26]([CH3:29])([CH3:28])[CH3:27])=[O:24])=[O:16]. The yield is 0.840. (3) The reactants are [Br:1][C:2]1[C:3](=[O:10])[NH:4][C:5]([S:8][CH3:9])=[N:6][CH:7]=1.[CH2:11](Br)[C:12]1[CH:17]=[CH:16][CH:15]=[CH:14][CH:13]=1. The catalyst is C1COCC1. The product is [CH2:11]([N:4]1[C:3](=[O:10])[C:2]([Br:1])=[CH:7][N:6]=[C:5]1[S:8][CH3:9])[C:12]1[CH:17]=[CH:16][CH:15]=[CH:14][CH:13]=1. The yield is 0.110.